This data is from Reaction yield outcomes from USPTO patents with 853,638 reactions. The task is: Predict the reaction yield, written as a fraction of the theoretical maximum amount of product (1.0 means a 100% yield; for example, 0.34 means a 34% yield). The reactants are [CH3:1][NH:2][C@H:3]1[CH2:8][CH2:7][C@H:6]([OH:9])[CH2:5][CH2:4]1.[C:21]([O:20][C:18](O[C:18]([O:20][C:21]([CH3:24])([CH3:23])[CH3:22])=[O:19])=[O:19])([CH3:24])([CH3:23])[CH3:22]. The catalyst is C(O)(C)C.C(Cl)Cl. The product is [C:21]([O:20][C:18](=[O:19])[N:2]([C@H:3]1[CH2:8][CH2:7][C@H:6]([OH:9])[CH2:5][CH2:4]1)[CH3:1])([CH3:22])([CH3:23])[CH3:24]. The yield is 0.980.